Task: Predict the reactants needed to synthesize the given product.. Dataset: Full USPTO retrosynthesis dataset with 1.9M reactions from patents (1976-2016) (1) Given the product [CH:6]1[C:5]2[C:10](=[CH:1][C:2]([C:15]([O:17][CH3:18])=[O:16])=[CH:3][CH:4]=2)[CH:9]=[CH:8][C:7]=1[C:11]([O:13][CH3:14])=[O:12].[CH2:19]([OH:23])[CH2:20][CH2:21][OH:22], predict the reactants needed to synthesize it. The reactants are: [CH:1]1[C:10]2[C:5](=[CH:6][C:7]([C:11]([O:13][CH3:14])=[O:12])=[CH:8][CH:9]=2)[CH:4]=[CH:3][C:2]=1[C:15]([O:17][CH3:18])=[O:16].[CH2:19]([OH:23])[CH2:20][CH2:21][OH:22]. (2) Given the product [F:18][C:15]1[CH:16]=[CH:17][C:12]([C:7]2[C:6]([C:4]3[N:3]=[CH:2][N:1]([C:21]4[CH:20]=[N:19][CH:24]=[CH:23][CH:22]=4)[CH:5]=3)=[C:10]([CH3:11])[O:9][N:8]=2)=[CH:13][CH:14]=1, predict the reactants needed to synthesize it. The reactants are: [NH:1]1[CH:5]=[C:4]([C:6]2[C:7]([C:12]3[CH:17]=[CH:16][C:15]([F:18])=[CH:14][CH:13]=3)=[N:8][O:9][C:10]=2[CH3:11])[N:3]=[CH:2]1.[N:19]1[CH:24]=[CH:23][CH:22]=[C:21](B(O)O)[CH:20]=1.